This data is from Forward reaction prediction with 1.9M reactions from USPTO patents (1976-2016). The task is: Predict the product of the given reaction. Given the reactants Cl[C:2]1[N:10]=[CH:9][CH:8]=[CH:7][C:3]=1[C:4]([OH:6])=[O:5].[CH3:11][O:12][C:13]1[CH:20]=[CH:19][CH:18]=[CH:17][C:14]=1[CH2:15][NH2:16].[OH-].[Na+], predict the reaction product. The product is: [CH3:11][O:12][C:13]1[CH:20]=[CH:19][CH:18]=[CH:17][C:14]=1[CH2:15][NH:16][C:2]1[N:10]=[CH:9][CH:8]=[CH:7][C:3]=1[C:4]([OH:6])=[O:5].